From a dataset of Catalyst prediction with 721,799 reactions and 888 catalyst types from USPTO. Predict which catalyst facilitates the given reaction. (1) Reactant: [C:1]([O:5][C:6](=[O:40])[CH2:7][CH:8]([NH:13][C:14](=[O:39])[C@@H:15]([N:23]1[CH:28]=[CH:27][CH:26]=[C:25]([NH:29][C:30](=[O:37])[C:31]2[CH:36]=[CH:35][CH:34]=[CH:33][CH:32]=2)[C:24]1=[O:38])[CH2:16][C:17]1[CH:22]=[CH:21][CH:20]=[CH:19][CH:18]=1)[CH:9]([OH:12])[CH2:10][F:11])([CH3:4])([CH3:3])[CH3:2].CC(OI1(OC(C)=O)(OC(C)=O)OC(=O)C2C1=CC=CC=2)=O.C(=O)([O-])O.[Na+].S([O-])([O-])(=O)=S.[Na+].[Na+]. Product: [C:1]([O:5][C:6](=[O:40])[CH2:7][CH:8]([NH:13][C:14](=[O:39])[C@@H:15]([N:23]1[CH:28]=[CH:27][CH:26]=[C:25]([NH:29][C:30](=[O:37])[C:31]2[CH:36]=[CH:35][CH:34]=[CH:33][CH:32]=2)[C:24]1=[O:38])[CH2:16][C:17]1[CH:22]=[CH:21][CH:20]=[CH:19][CH:18]=1)[C:9](=[O:12])[CH2:10][F:11])([CH3:4])([CH3:2])[CH3:3]. The catalyst class is: 124. (2) Reactant: [CH3:1][C:2]1[CH:7]=[CH:6][C:5](/[CH:8]=[CH:9]/[C:10]2(C(C3CCCCO3)=O)[C:18]3[C:13](=[CH:14][CH:15]=[C:16]([C:19]4[N:23]=[CH:22][N:21](C(C5C=CC=CC=5)(C5C=CC=CC=5)C5C=CC=CC=5)[N:20]=4)[CH:17]=3)[NH:12][NH:11]2)=[CH:4][CH:3]=1. Product: [CH3:1][C:2]1[CH:3]=[CH:4][C:5](/[CH:8]=[CH:9]/[C:10]2[C:18]3[C:13](=[CH:14][CH:15]=[C:16]([C:19]4[N:23]=[CH:22][NH:21][N:20]=4)[CH:17]=3)[NH:12][N:11]=2)=[CH:6][CH:7]=1. The catalyst class is: 393. (3) Reactant: N#N.[CH3:3][C:4](=[CH2:15])[CH2:5][CH2:6][O:7][C:8]1[CH:13]=[CH:12][C:11](Br)=[CH:10][CH:9]=1.[Li]CCCC.CN([CH:24]=[O:25])C. Product: [CH3:3][C:4]1([CH3:15])[C:13]2[C:8](=[CH:9][CH:10]=[C:11]([CH:24]=[O:25])[CH:12]=2)[O:7][CH2:6][CH2:5]1. The catalyst class is: 674. (4) Reactant: [F:1][C:2]1([F:53])[CH2:5][N:4]([C:6]2[N:11]=[C:10]([CH2:12][N:13]3[C@@H:17]([CH3:18])[C@@H:16]([C:19]4[CH:24]=[C:23]([C:25]([F:28])([F:27])[F:26])[CH:22]=[C:21]([F:29])[CH:20]=4)[O:15][C:14]3=[O:30])[C:9]([C:31]3[CH:32]=[C:33]([C:39]4[CH:51]=[CH:50][C:42]([C:43]([O:45]C(C)(C)C)=[O:44])=[CH:41][C:40]=4[CH3:52])[CH:34]=[N:35][C:36]=3[O:37][CH3:38])=[CH:8][N:7]=2)[CH2:3]1.C(O)(C(F)(F)F)=O. Product: [F:53][C:2]1([F:1])[CH2:5][N:4]([C:6]2[N:11]=[C:10]([CH2:12][N:13]3[C@@H:17]([CH3:18])[C@@H:16]([C:19]4[CH:24]=[C:23]([C:25]([F:28])([F:27])[F:26])[CH:22]=[C:21]([F:29])[CH:20]=4)[O:15][C:14]3=[O:30])[C:9]([C:31]3[CH:32]=[C:33]([C:39]4[CH:51]=[CH:50][C:42]([C:43]([OH:45])=[O:44])=[CH:41][C:40]=4[CH3:52])[CH:34]=[N:35][C:36]=3[O:37][CH3:38])=[CH:8][N:7]=2)[CH2:3]1. The catalyst class is: 4. (5) Reactant: [NH2:1][C:2]1[CH:7]=[CH:6][C:5]([CH:8]2[CH2:13][CH2:12][CH:11]([N:14]3[CH2:17][CH:16]([NH:18][C:19]([CH2:21][NH:22][C:23](=[O:34])[C:24]4[CH:29]=[CH:28][CH:27]=[C:26]([C:30]([F:33])([F:32])[F:31])[CH:25]=4)=[O:20])[CH2:15]3)[CH2:10][CH2:9]2)=[CH:4][CH:3]=1.[C:35]([N:39]=[C:40]=[O:41])([CH3:38])([CH3:37])[CH3:36]. Product: [C:35]([NH:39][C:40](=[O:41])[NH:1][C:2]1[CH:3]=[CH:4][C:5]([CH:8]2[CH2:13][CH2:12][CH:11]([N:14]3[CH2:15][CH:16]([NH:18][C:19]([CH2:21][NH:22][C:23](=[O:34])[C:24]4[CH:29]=[CH:28][CH:27]=[C:26]([C:30]([F:33])([F:31])[F:32])[CH:25]=4)=[O:20])[CH2:17]3)[CH2:10][CH2:9]2)=[CH:6][CH:7]=1)([CH3:38])([CH3:37])[CH3:36]. The catalyst class is: 3.